This data is from Reaction yield outcomes from USPTO patents with 853,638 reactions. The task is: Predict the reaction yield, written as a fraction of the theoretical maximum amount of product (1.0 means a 100% yield; for example, 0.34 means a 34% yield). (1) The reactants are C[O:2][C:3]1[CH:8]=[CH:7][C:6]([C:9]([C:11]2[CH:16]=[CH:15][CH:14]=[C:13]([CH3:17])[CH:12]=2)=[O:10])=[CH:5][CH:4]=1.B(Br)(Br)Br.ClCCl.O. The catalyst is ClCCl. The product is [OH:2][C:3]1[CH:4]=[CH:5][C:6]([C:9]([C:11]2[CH:16]=[CH:15][CH:14]=[C:13]([CH3:17])[CH:12]=2)=[O:10])=[CH:7][CH:8]=1. The yield is 0.560. (2) The reactants are [C:1]([C:3]1[C:4]([CH3:14])=[CH:5][C:6](C(O)=O)=[N:7][C:8]=1[O:9][CH3:10])#[N:2].C([N:17]([CH2:20]C)CC)C.C1C=CC(P(N=[N+]=[N-])(C2C=CC=CC=2)=[O:29])=CC=1.[C:39]([OH:43])([CH3:42])([CH3:41])[CH3:40]. No catalyst specified. The product is [C:1]([C:3]1[C:4]([CH3:14])=[CH:5][C:6]([NH:17][C:20](=[O:29])[O:43][C:39]([CH3:42])([CH3:41])[CH3:40])=[N:7][C:8]=1[O:9][CH3:10])#[N:2]. The yield is 0.594.